The task is: Predict which catalyst facilitates the given reaction.. This data is from Catalyst prediction with 721,799 reactions and 888 catalyst types from USPTO. (1) Reactant: [CH2:1]([C:3]1[C:11]2[C:6](=[CH:7][CH:8]=[CH:9][C:10]=2[NH:12][C:13]([C:15]2[N:19]3[CH:20]=[CH:21][CH:22]=[CH:23][C:18]3=[N:17][CH:16]=2)=[O:14])[N:5]([CH2:24][C:25]2[CH:30]=[CH:29][CH:28]=C(C=C)[N:26]=2)[N:4]=1)[CH3:2].C[N+]1([O-])CC[O:37]CC1.[CH3:41][C:42]([CH3:44])=[O:43].O. Product: [OH:43][CH:42]([C:44]1[N:26]=[C:25]([CH2:24][N:5]2[C:6]3[C:11](=[C:10]([NH:12][C:13]([C:15]4[N:19]5[CH:20]=[CH:21][CH:22]=[CH:23][C:18]5=[N:17][CH:16]=4)=[O:14])[CH:9]=[CH:8][CH:7]=3)[C:3]([CH2:1][CH3:2])=[N:4]2)[CH:30]=[CH:29][CH:28]=1)[CH2:41][OH:37]. The catalyst class is: 771. (2) Reactant: Br[C:2]1[N:3]([CH:18]([CH3:20])[CH3:19])[C:4]2[C:9]([C:10]=1[C:11]1[CH:16]=[CH:15][C:14]([F:17])=[CH:13][CH:12]=1)=[CH:8][CH:7]=[CH:6][CH:5]=2.CN(C=O)C.C(=O)([O-])[O-].[Cs+].[Cs+].[C:32]([OH:36])(=[O:35])[CH:33]=[CH2:34]. Product: [F:17][C:14]1[CH:15]=[CH:16][C:11]([C:10]2[C:9]3[C:4](=[CH:5][CH:6]=[CH:7][CH:8]=3)[N:3]([CH:18]([CH3:20])[CH3:19])[C:2]=2/[CH:34]=[CH:33]/[C:32]([OH:36])=[O:35])=[CH:12][CH:13]=1. The catalyst class is: 6. (3) Reactant: C(=O)([O-])[O-].[Na+].[Na+].O.[N:8]1[CH:13]=[CH:12][C:11](B(O)O)=[CH:10][CH:9]=1.[Br:17][C:18]1[CH:23]=[CH:22][C:21](I)=[CH:20][C:19]=1[F:25].C1(C)C=CC=CC=1.C(O)C. Product: [Br:17][C:18]1[CH:23]=[CH:22][C:21]([C:11]2[CH:12]=[CH:13][N:8]=[CH:9][CH:10]=2)=[CH:20][C:19]=1[F:25]. The catalyst class is: 73. (4) Reactant: [F:1][C:2]1[C:7]([Li])=[CH:6][CH:5]=[CH:4][N:3]=1.O.[CH:10]1[CH:11]=C[NH+]=[CH:14][CH:15]=1.[O-][Cr](Cl)(=O)=O.[CH2:21]1[CH2:25][O:24][CH2:23][CH2:22]1. Product: [CH:21]1([C:25]([C:7]2[C:2]([F:1])=[N:3][CH:4]=[CH:5][CH:6]=2)=[O:24])[CH2:22][CH2:23][CH2:14][CH2:15][CH2:10][CH2:11]1. The catalyst class is: 876. (5) Product: [Cl:1][CH2:2][CH2:3][C:4]([N:12]([CH2:11][C:10]([NH:9][CH2:7][CH3:8])=[O:19])[C:13]1[CH:18]=[CH:17][CH:16]=[CH:15][CH:14]=1)=[O:5]. The catalyst class is: 21. Reactant: [Cl:1][CH2:2][CH2:3][C:4](Cl)=[O:5].[CH2:7]([NH:9][C:10](=[O:19])[CH2:11][NH:12][C:13]1[CH:18]=[CH:17][CH:16]=[CH:15][CH:14]=1)[CH3:8]. (6) Reactant: [C:1]([O:5][C:6]([N:8]1[CH2:13][C@H:12]([C:14]([N:16]2[CH2:21][CH2:20][O:19][CH2:18][CH2:17]2)=[O:15])[CH2:11][C@H:10]([N:22]([CH2:39][CH:40]([CH3:42])[CH3:41])[C:23]([C:25]2[N:29]([CH2:30][CH2:31][C:32]([OH:34])=O)[C:28]3[CH:35]=[CH:36][CH:37]=[CH:38][C:27]=3[N:26]=2)=[O:24])[CH2:9]1)=[O:7])([CH3:4])([CH3:3])[CH3:2].[NH4+].[N:44]1(O)C2C=CC=CC=2N=N1.CCN=C=NCCCN(C)C.Cl. Product: [NH2:44][C:32](=[O:34])[CH2:31][CH2:30][N:29]1[C:28]2[CH:35]=[CH:36][CH:37]=[CH:38][C:27]=2[N:26]=[C:25]1[C:23]([N:22]([CH2:39][CH:40]([CH3:41])[CH3:42])[C@H:10]1[CH2:11][C@@H:12]([C:14]([N:16]2[CH2:17][CH2:18][O:19][CH2:20][CH2:21]2)=[O:15])[CH2:13][N:8]([C:6]([O:5][C:1]([CH3:2])([CH3:3])[CH3:4])=[O:7])[CH2:9]1)=[O:24]. The catalyst class is: 3. (7) Reactant: [NH2:1]C1C=CC(F)=C([C@]2(C)[C@H]3[C@](C(F)F)(C3)SC(N)=N2)C=1.[NH2:21][C:22]1[S:23][C@:24]2([C:39]#[N:40])[C@H:26]([C@:27]([C:30]3[C:31]([O:37][CH3:38])=[N:32][CH:33]=[C:34](Br)[CH:35]=3)([CH3:29])[N:28]=1)[CH2:25]2.[N-]=[N+]=[N-].[Na+].O=C1O[C@H]([C@H](CO)O)C([O-])=C1O.[Na+].CP(C)C.C1COCC1. Product: [NH2:21][C:22]1[S:23][C@:24]2([C:39]#[N:40])[C@H:26]([C@:27]([C:30]3[C:31]([O:37][CH3:38])=[N:32][CH:33]=[C:34]([NH2:1])[CH:35]=3)([CH3:29])[N:28]=1)[CH2:25]2. The catalyst class is: 205.